Dataset: Retrosynthesis with 50K atom-mapped reactions and 10 reaction types from USPTO. Task: Predict the reactants needed to synthesize the given product. (1) Given the product N#Cc1ccc(Cn2cncc2CCNC(=O)[C@@H]2Cc3ccccc3CN2)cc1, predict the reactants needed to synthesize it. The reactants are: CC(C)(C)OC(=O)N1Cc2ccccc2C[C@H]1C(=O)NCCc1cncn1Cc1ccc(C#N)cc1. (2) Given the product Cc1ccc(O)c(N=Cc2ccc(-c3ccccc3C(F)(F)F)o2)c1, predict the reactants needed to synthesize it. The reactants are: Cc1ccc(O)c(N)c1.O=Cc1ccc(-c2ccccc2C(F)(F)F)o1. (3) Given the product O=C(Cc1nc(N2CCOCC2)cc(=O)[nH]1)N1CCc2c1ccc(F)c2F, predict the reactants needed to synthesize it. The reactants are: Fc1ccc2c(c1F)CCN2.O=C([O-])Cc1nc(N2CCOCC2)cc(=O)[nH]1. (4) The reactants are: CC(=O)c1ccc2c(c1)oc(=O)n2CCCCl.Fc1ccc2c(C3CCNCC3)noc2c1. Given the product CC(=O)c1ccc2c(c1)oc(=O)n2CCCN1CCC(c2noc3cc(F)ccc23)CC1, predict the reactants needed to synthesize it. (5) Given the product CC(O)Cn1c(CO)nc(C(C)C)c1Sc1cc(Cl)cc(Cl)c1, predict the reactants needed to synthesize it. The reactants are: CC(O)Cn1c(COCc2ccccc2)nc(C(C)C)c1Sc1cc(Cl)cc(Cl)c1.